From a dataset of Full USPTO retrosynthesis dataset with 1.9M reactions from patents (1976-2016). Predict the reactants needed to synthesize the given product. (1) Given the product [CH2:3]([CH:8]1[CH2:12][CH2:11][CH:10]([CH:13]2[CH2:17][CH2:16][CH2:15][CH2:14]2)[CH:9]1[OH:18])[CH2:4][CH2:5][CH2:6][CH3:7], predict the reactants needed to synthesize it. The reactants are: B.[Na].[CH2:3]([CH:8]1[CH2:12][CH2:11][CH:10]([CH:13]2[CH2:17][CH2:16][CH2:15][CH2:14]2)[C:9]1=[O:18])[CH2:4][CH2:5][CH2:6][CH3:7].Cl. (2) Given the product [CH2:20]([C:15]1[N:16]=[C:17]([NH2:19])[C:18]2[NH:10][CH:11]=[C:12]([CH2:24][CH2:25][CH2:26][CH2:27][CH2:28][N:29]3[CH2:33][CH2:32][CH2:31][C@H:30]3[CH3:34])[C:13]=2[N:14]=1)[CH2:21][CH2:22][CH3:23], predict the reactants needed to synthesize it. The reactants are: C(OC[N:10]1[C:18]2[C:17]([NH2:19])=[N:16][C:15]([CH2:20][CH2:21][CH2:22][CH3:23])=[N:14][C:13]=2[C:12]([C:24]#[C:25][CH2:26][CH2:27][CH2:28][N:29]2[CH2:33][CH2:32][CH2:31][C@H:30]2[CH3:34])=[CH:11]1)C1C=CC=CC=1. (3) Given the product [CH3:20][C@H:18]1[N:17]([C:21]2[CH:28]=[CH:27][C:24]([C:25]#[N:26])=[C:23]([Cl:29])[C:22]=2[CH3:30])[C:16](=[O:31])[N:15]2[CH2:14][CH2:13][C:12](=[O:11])[C@H:19]12, predict the reactants needed to synthesize it. The reactants are: CS(C)=O.C(Cl)(=O)C(Cl)=O.[OH:11][C@@H:12]1[C@@H:19]2[N:15]([C:16](=[O:31])[N:17]([C:21]3[CH:28]=[CH:27][C:24]([C:25]#[N:26])=[C:23]([Cl:29])[C:22]=3[CH3:30])[C@H:18]2[CH3:20])[CH2:14][CH2:13]1.CCN(C(C)C)C(C)C. (4) The reactants are: Cl[C:2](=[N:13][OH:14])[C:3]1[CH:12]=[CH:11][C:6]([C:7]([O:9][CH3:10])=[O:8])=[CH:5][CH:4]=1.[C:15]([C:17]1[C:18]([O:29][CH2:30][C:31]2[CH:36]=[CH:35][C:34]([O:37][CH3:38])=[CH:33][CH:32]=2)=[N:19][C:20]([C:23]2[CH:28]=[CH:27][CH:26]=[CH:25][N:24]=2)=[N:21][CH:22]=1)#[CH:16].C(N(CC)CC)C. Given the product [CH3:38][O:37][C:34]1[CH:33]=[CH:32][C:31]([CH2:30][O:29][C:18]2[C:17]([C:15]3[O:14][N:13]=[C:2]([C:3]4[CH:12]=[CH:11][C:6]([C:7]([O:9][CH3:10])=[O:8])=[CH:5][CH:4]=4)[CH:16]=3)=[CH:22][N:21]=[C:20]([C:23]3[CH:28]=[CH:27][CH:26]=[CH:25][N:24]=3)[N:19]=2)=[CH:36][CH:35]=1, predict the reactants needed to synthesize it. (5) Given the product [N+:1]([C:4]1[CH:5]=[CH:6][C:7]([CH2:10][C:11]2[S:13][C:15]3[CH2:20][CH2:19][CH2:18][CH2:17][C:16]=3[N:12]=2)=[CH:8][CH:9]=1)([O-:3])=[O:2], predict the reactants needed to synthesize it. The reactants are: [N+:1]([C:4]1[CH:9]=[CH:8][C:7]([CH2:10][C:11](=[S:13])[NH2:12])=[CH:6][CH:5]=1)([O-:3])=[O:2].Cl[CH:15]1[CH2:20][CH2:19][CH2:18][CH2:17][C:16]1=O.